Dataset: Forward reaction prediction with 1.9M reactions from USPTO patents (1976-2016). Task: Predict the product of the given reaction. (1) Given the reactants [C:1]([O:5][C@@H:6]([C:10]1[C:29]([CH3:30])=[CH:28][C:13]2[N:14]=[C:15]([C:17]3[CH:18]=[C:19]4[C:23](=[CH:24][CH:25]=3)[N:22](C)[C:21](=[O:27])[CH2:20]4)[S:16][C:12]=2[C:11]=1[C:31]1[CH:36]=[CH:35][C:34]([Cl:37])=[CH:33][CH:32]=1)[C:7]([OH:9])=[O:8])([CH3:4])([CH3:3])[CH3:2].BrC1C=C2C(=CC=1)NC(=O)C2, predict the reaction product. The product is: [C:1]([O:5][C@@H:6]([C:10]1[C:29]([CH3:30])=[CH:28][C:13]2[N:14]=[C:15]([C:17]3[CH:18]=[C:19]4[C:23](=[CH:24][CH:25]=3)[NH:22][C:21](=[O:27])[CH2:20]4)[S:16][C:12]=2[C:11]=1[C:31]1[CH:36]=[CH:35][C:34]([Cl:37])=[CH:33][CH:32]=1)[C:7]([OH:9])=[O:8])([CH3:4])([CH3:2])[CH3:3]. (2) Given the reactants [NH2:1][C:2]1[C:11]([F:12])=[C:10]([Br:13])[C:9]([Cl:14])=[CH:8][C:3]=1[C:4]([O:6]C)=O.[Cl:15][CH2:16][C:17]#[N:18], predict the reaction product. The product is: [Br:13][C:10]1[C:11]([F:12])=[C:2]2[C:3]([C:4]([OH:6])=[N:18][C:17]([CH2:16][Cl:15])=[N:1]2)=[CH:8][C:9]=1[Cl:14]. (3) Given the reactants [NH2:1][C:2]1[C:11]2[C:6](=[C:7](I)[C:8]([F:12])=[CH:9][CH:10]=2)[N:5]=[N:4][C:3]=1[C:14]([NH:16][CH2:17][CH2:18][CH3:19])=[O:15].COCCOC.[CH3:26][O:27][C:28]1[CH:33]=[C:32]([O:34][CH3:35])[CH:31]=[CH:30][C:29]=1B(O)O.C(=O)([O-])[O-].[Cs+].[Cs+], predict the reaction product. The product is: [NH2:1][C:2]1[C:11]2[C:6](=[C:7]([C:31]3[CH:30]=[CH:29][C:28]([O:27][CH3:26])=[CH:33][C:32]=3[O:34][CH3:35])[C:8]([F:12])=[CH:9][CH:10]=2)[N:5]=[N:4][C:3]=1[C:14]([NH:16][CH2:17][CH2:18][CH3:19])=[O:15]. (4) Given the reactants C([O:8][C:9]1[CH:14]=[CH:13][C:12]([S:15]([NH:18][CH2:19][C:20]2[NH:24][N:23]=[C:22]([C:25]3[CH:30]=[CH:29][N:28]=[CH:27][CH:26]=3)[N:21]=2)(=[O:17])=[O:16])=[CH:11][CH:10]=1)C1C=CC=CC=1, predict the reaction product. The product is: [OH:8][C:9]1[CH:14]=[CH:13][C:12]([S:15]([NH:18][CH2:19][C:20]2[NH:24][N:23]=[C:22]([C:25]3[CH:30]=[CH:29][N:28]=[CH:27][CH:26]=3)[N:21]=2)(=[O:17])=[O:16])=[CH:11][CH:10]=1. (5) Given the reactants CC1(C)[O:7][CH2:6][CH:5]([N:8]2[CH2:14][CH2:13][C:12]3[CH:15]=[CH:16][C:17]([C:19]4[N:23]=[C:22]([C:24]5[CH:25]=[C:26]([C:34]#[N:35])[C:27]([O:30][CH:31]([CH3:33])[CH3:32])=[N:28][CH:29]=5)[O:21][N:20]=4)=[CH:18][C:11]=3[CH2:10][CH2:9]2)[CH2:4][O:3]1.Cl, predict the reaction product. The product is: [OH:7][CH2:6][CH:5]([N:8]1[CH2:14][CH2:13][C:12]2[CH:15]=[CH:16][C:17]([C:19]3[N:23]=[C:22]([C:24]4[CH:25]=[C:26]([C:34]#[N:35])[C:27]([O:30][CH:31]([CH3:32])[CH3:33])=[N:28][CH:29]=4)[O:21][N:20]=3)=[CH:18][C:11]=2[CH2:10][CH2:9]1)[CH2:4][OH:3].